From a dataset of Full USPTO retrosynthesis dataset with 1.9M reactions from patents (1976-2016). Predict the reactants needed to synthesize the given product. (1) Given the product [C:31]([C@H:29]([C@@H:27]([C:26]([OH:35])=[O:34])[OH:28])[OH:30])([OH:33])=[O:32].[S:21]1[CH2:17][C:18](=[O:23])[NH:19][C:20]1=[O:22], predict the reactants needed to synthesize it. The reactants are: CN(CCOC1C=CC(C[CH:17]2[S:21][C:20](=[O:22])[NH:19][C:18]2=[O:23])=CC=1)C1C=CC=CN=1.[C:26]([OH:35])(=[O:34])[C@H:27]([C@@H:29]([C:31]([OH:33])=[O:32])[OH:30])[OH:28].CC(C)=O. (2) Given the product [NH2:31][C:29]1[CH:28]=[CH:27][C:3]([O:4][C:5]2[CH:10]=[C:9]([NH:11][C:12]([N:14]3[CH2:19][CH2:18][CH:17]([N:20]4[CH2:21][CH2:22][N:23]([CH3:26])[CH2:24][CH2:25]4)[CH2:16][CH2:15]3)=[O:13])[N:8]=[CH:7][N:6]=2)=[C:2]([F:1])[CH:30]=1, predict the reactants needed to synthesize it. The reactants are: [F:1][C:2]1[CH:30]=[C:29]([N+:31]([O-])=O)[CH:28]=[CH:27][C:3]=1[O:4][C:5]1[CH:10]=[C:9]([NH:11][C:12]([N:14]2[CH2:19][CH2:18][CH:17]([N:20]3[CH2:25][CH2:24][N:23]([CH3:26])[CH2:22][CH2:21]3)[CH2:16][CH2:15]2)=[O:13])[N:8]=[CH:7][N:6]=1.